From a dataset of Full USPTO retrosynthesis dataset with 1.9M reactions from patents (1976-2016). Predict the reactants needed to synthesize the given product. (1) Given the product [S:3]1[CH:4]=[CH:5][N:6]=[C:2]1[C:15]#[C:14][C:16]1[CH:17]=[N:18][CH:19]=[CH:20][CH:21]=1, predict the reactants needed to synthesize it. The reactants are: Br[C:2]1[S:3][CH:4]=[CH:5][N:6]=1.C(N(CC)CC)C.[C:14]([C:16]1[CH:17]=[N:18][CH:19]=[CH:20][CH:21]=1)#[CH:15]. (2) Given the product [Cl:2][C:3]1[CH:8]=[CH:7][C:6]([CH:9]([C:15]2[CH:20]=[CH:19][C:18]([Cl:21])=[CH:17][CH:16]=2)[N:10]2[CH2:13][CH:12]([N:32]([C:28]3[CH:27]=[C:26]4[C:31](=[CH:30][CH:29]=3)[N:22]=[CH:23][CH:24]=[CH:25]4)[S:33]([CH3:36])(=[O:34])=[O:35])[CH2:11]2)=[CH:5][CH:4]=1, predict the reactants needed to synthesize it. The reactants are: Br.[Cl:2][C:3]1[CH:8]=[CH:7][C:6]([CH:9]([C:15]2[CH:20]=[CH:19][C:18]([Cl:21])=[CH:17][CH:16]=2)[N:10]2[CH2:13][CH:12](O)[CH2:11]2)=[CH:5][CH:4]=1.[N:22]1[C:31]2[C:26](=[CH:27][C:28]([NH:32][S:33]([CH3:36])(=[O:35])=[O:34])=[CH:29][CH:30]=2)[CH:25]=[CH:24][CH:23]=1.CC(OC(/N=N/C(OC(C)C)=O)=O)C.C1(P(C2C=CC=CC=2)C2C=CC=CC=2)C=CC=CC=1. (3) Given the product [Cl:1][C:2]1[CH:12]=[CH:11][C:10]([CH2:13][NH:14][C:15](=[O:20])[C:16]([F:19])([F:18])[F:17])=[CH:9][C:3]=1[C:4]1[NH:6][C:7](=[O:8])[N:29]([C:24]2[CH:25]=[CH:26][C:27]([CH3:28])=[C:22]([Cl:21])[CH:23]=2)[N:30]=1, predict the reactants needed to synthesize it. The reactants are: [Cl:1][C:2]1[CH:12]=[CH:11][C:10]([CH2:13][NH:14][C:15](=[O:20])[C:16]([F:19])([F:18])[F:17])=[CH:9][C:3]=1[C:4]([N:6]=[C:7]=[O:8])=O.[Cl:21][C:22]1[CH:23]=[C:24]([NH:29][NH:30]C(OC(C)(C)C)=O)[CH:25]=[CH:26][C:27]=1[CH3:28].FC(F)(F)C(O)=O. (4) Given the product [CH3:1][O:2][C:3]1[CH:8]=[C:7]([N+:9]([O-:11])=[O:10])[CH:6]=[CH:5][C:4]=1[O:12][CH2:16][CH2:17][N:18]1[CH2:22][CH2:21][CH2:20][CH2:19]1, predict the reactants needed to synthesize it. The reactants are: [CH3:1][O:2][C:3]1[CH:8]=[C:7]([N+:9]([O-:11])=[O:10])[CH:6]=[CH:5][C:4]=1[O-:12].[K+].Cl.Cl[CH2:16][CH2:17][N:18]1[CH2:22][CH2:21][CH2:20][CH2:19]1.C(=O)([O-])[O-].[Cs+].[Cs+].O. (5) The reactants are: [CH3:1][C@@H:2]1[CH2:11][C:10]2[C:5](=[CH:6][CH:7]=[CH:8][CH:9]=2)[CH2:4][N:3]1S(C1C=CC(C)=CC=1)(=O)=O.[Mg]. Given the product [CH3:1][C@@H:2]1[CH2:11][C:10]2[C:5](=[CH:6][CH:7]=[CH:8][CH:9]=2)[CH2:4][NH:3]1, predict the reactants needed to synthesize it.